Dataset: Reaction yield outcomes from USPTO patents with 853,638 reactions. Task: Predict the reaction yield, written as a fraction of the theoretical maximum amount of product (1.0 means a 100% yield; for example, 0.34 means a 34% yield). (1) The reactants are [OH:1][C@@H:2]1[CH2:5][C@H:4]([CH2:6][NH:7][C:8](=[O:14])[O:9][C:10]([CH3:13])([CH3:12])[CH3:11])[CH2:3]1.C(N(CC)CC)C.[CH3:22][S:23](Cl)(=[O:25])=[O:24].O. The catalyst is C(Cl)Cl. The product is [CH3:22][S:23]([O:1][C@H:2]1[CH2:5][C@@H:4]([CH2:6][NH:7][C:8]([O:9][C:10]([CH3:11])([CH3:13])[CH3:12])=[O:14])[CH2:3]1)(=[O:25])=[O:24]. The yield is 0.850. (2) The product is [C:18]([O:22][C:23](=[O:36])[N:24]([C:26]1[CH:31]=[CH:30][C:29]([C:12]2[O:13][C:9]3[CH:8]=[CH:7][C:6]([O:5][CH2:4][O:3][CH2:1][CH3:2])=[CH:17][C:10]=3[CH:11]=2)=[C:28]([N+:33]([O-:35])=[O:34])[N:27]=1)[CH3:25])([CH3:21])([CH3:19])[CH3:20]. The yield is 0.580. The reactants are [CH2:1]([O:3][CH2:4][O:5][C:6]1[CH:7]=[CH:8][C:9]2[O:13][C:12](B(O)O)=[CH:11][C:10]=2[CH:17]=1)[CH3:2].[C:18]([O:22][C:23](=[O:36])[N:24]([C:26]1[CH:31]=[CH:30][C:29](Br)=[C:28]([N+:33]([O-:35])=[O:34])[N:27]=1)[CH3:25])([CH3:21])([CH3:20])[CH3:19].CCN(CC)CC. The catalyst is C(O)C.Cl[Pd](Cl)([P](C1C=CC=CC=1)(C1C=CC=CC=1)C1C=CC=CC=1)[P](C1C=CC=CC=1)(C1C=CC=CC=1)C1C=CC=CC=1. (3) The reactants are [NH2:1][C:2]1[O:6][N:5]=[C:4]([CH3:7])[C:3]=1[Br:8].[Br:9][C:10]1[CH:11]=[C:12]([S:16](Cl)(=[O:18])=[O:17])[S:13][C:14]=1[Cl:15]. No catalyst specified. The yield is 0.250. The product is [Br:8][C:3]1[C:4]([CH3:7])=[N:5][O:6][C:2]=1[NH:1][S:16]([C:12]1[S:13][C:14]([Cl:15])=[C:10]([Br:9])[CH:11]=1)(=[O:18])=[O:17]. (4) The yield is 0.970. The catalyst is CO. The product is [SH:2][CH2:12][CH2:13][CH2:14][CH2:15][CH2:16][CH2:17][CH2:18][CH2:19][CH2:20][CH2:21][CH2:22][CH2:23][CH2:24][CH2:25][CH2:26][C:27]([OH:29])=[O:28]. The reactants are [Na].[S:2]1C=CC=C1CC(O)=O.Br[CH2:12][CH2:13][CH2:14][CH2:15][CH2:16][CH2:17][CH2:18][CH2:19][CH2:20][CH2:21][CH2:22][CH2:23][CH2:24][CH2:25][CH2:26][C:27]([OH:29])=[O:28].[OH-].[Na+].Cl. (5) The reactants are [F:1][C:2]1[CH:3]=[CH:4][C:5]([OH:18])=[C:6]([C:8]2[CH:17]=[CH:16][C:11]([C:12]([O:14]C)=[O:13])=[CH:10][N:9]=2)[CH:7]=1.[OH-].[Li+]. The catalyst is CO. The product is [F:1][C:2]1[CH:3]=[CH:4][C:5]([OH:18])=[C:6]([C:8]2[CH:17]=[CH:16][C:11]([C:12]([OH:14])=[O:13])=[CH:10][N:9]=2)[CH:7]=1. The yield is 0.720.